From a dataset of NCI-60 drug combinations with 297,098 pairs across 59 cell lines. Regression. Given two drug SMILES strings and cell line genomic features, predict the synergy score measuring deviation from expected non-interaction effect. (1) Drug 1: C1C(C(OC1N2C=NC3=C(N=C(N=C32)Cl)N)CO)O. Drug 2: CC12CCC3C(C1CCC2O)C(CC4=C3C=CC(=C4)O)CCCCCCCCCS(=O)CCCC(C(F)(F)F)(F)F. Cell line: 786-0. Synergy scores: CSS=12.6, Synergy_ZIP=-1.54, Synergy_Bliss=2.65, Synergy_Loewe=0.560, Synergy_HSA=0.937. (2) Drug 1: CN(CC1=CN=C2C(=N1)C(=NC(=N2)N)N)C3=CC=C(C=C3)C(=O)NC(CCC(=O)O)C(=O)O. Drug 2: CCCCCOC(=O)NC1=NC(=O)N(C=C1F)C2C(C(C(O2)C)O)O. Cell line: UACC-257. Synergy scores: CSS=29.9, Synergy_ZIP=-7.78, Synergy_Bliss=-5.21, Synergy_Loewe=-12.5, Synergy_HSA=-4.41. (3) Drug 1: CN1CCC(CC1)COC2=C(C=C3C(=C2)N=CN=C3NC4=C(C=C(C=C4)Br)F)OC. Drug 2: C1=CN(C=N1)CC(O)(P(=O)(O)O)P(=O)(O)O. Cell line: SK-MEL-28. Synergy scores: CSS=-0.136, Synergy_ZIP=6.49, Synergy_Bliss=3.05, Synergy_Loewe=-0.595, Synergy_HSA=-0.240. (4) Drug 1: C1=NC2=C(N=C(N=C2N1C3C(C(C(O3)CO)O)F)Cl)N. Drug 2: COCCOC1=C(C=C2C(=C1)C(=NC=N2)NC3=CC=CC(=C3)C#C)OCCOC.Cl. Cell line: TK-10. Synergy scores: CSS=29.1, Synergy_ZIP=-8.76, Synergy_Bliss=-5.74, Synergy_Loewe=-2.93, Synergy_HSA=-2.79. (5) Drug 1: CS(=O)(=O)OCCCCOS(=O)(=O)C. Drug 2: C(CCl)NC(=O)N(CCCl)N=O. Cell line: MALME-3M. Synergy scores: CSS=5.84, Synergy_ZIP=-4.60, Synergy_Bliss=0.418, Synergy_Loewe=-7.64, Synergy_HSA=-1.64. (6) Drug 1: CC1=C(C=C(C=C1)NC2=NC=CC(=N2)N(C)C3=CC4=NN(C(=C4C=C3)C)C)S(=O)(=O)N.Cl. Drug 2: CN(CCCl)CCCl.Cl. Cell line: ACHN. Synergy scores: CSS=23.8, Synergy_ZIP=-4.36, Synergy_Bliss=-3.06, Synergy_Loewe=-1.54, Synergy_HSA=-1.25. (7) Drug 1: CN1C(=O)N2C=NC(=C2N=N1)C(=O)N. Drug 2: C1CN1C2=NC(=NC(=N2)N3CC3)N4CC4. Cell line: U251. Synergy scores: CSS=26.0, Synergy_ZIP=-0.860, Synergy_Bliss=-4.50, Synergy_Loewe=-25.1, Synergy_HSA=-4.92. (8) Drug 1: CCCS(=O)(=O)NC1=C(C(=C(C=C1)F)C(=O)C2=CNC3=C2C=C(C=N3)C4=CC=C(C=C4)Cl)F. Drug 2: C1=CC(=C2C(=C1NCCNCCO)C(=O)C3=C(C=CC(=C3C2=O)O)O)NCCNCCO. Cell line: A498. Synergy scores: CSS=44.6, Synergy_ZIP=12.4, Synergy_Bliss=12.5, Synergy_Loewe=-1.02, Synergy_HSA=13.0. (9) Drug 1: CC12CCC(CC1=CCC3C2CCC4(C3CC=C4C5=CN=CC=C5)C)O. Drug 2: CC1=C(C=C(C=C1)C(=O)NC2=CC(=CC(=C2)C(F)(F)F)N3C=C(N=C3)C)NC4=NC=CC(=N4)C5=CN=CC=C5. Cell line: HOP-92. Synergy scores: CSS=5.43, Synergy_ZIP=-1.39, Synergy_Bliss=0.124, Synergy_Loewe=0.309, Synergy_HSA=-0.0398.